This data is from Full USPTO retrosynthesis dataset with 1.9M reactions from patents (1976-2016). The task is: Predict the reactants needed to synthesize the given product. (1) Given the product [F:19][C:16]1[CH:15]=[CH:14][C:13]([CH:12]([NH:8][C:6]2[CH:5]=[C:4]([C:21]3[CH:22]=[N:23][N:24]([CH3:26])[CH:25]=3)[CH:3]=[C:2]([NH:27][C:28]3[CH:33]=[N:32][CH:31]=[CH:30][N:29]=3)[N:7]=2)[CH2:11][OH:10])=[CH:18][CH:17]=1, predict the reactants needed to synthesize it. The reactants are: Cl[C:2]1[N:7]=[C:6]([N:8]2[CH:12]([C:13]3[CH:18]=[CH:17][C:16]([F:19])=[CH:15][CH:14]=3)[CH2:11][O:10]C2=O)[CH:5]=[C:4]([C:21]2[CH:22]=[N:23][N:24]([CH3:26])[CH:25]=2)[CH:3]=1.[NH2:27][C:28]1[CH:33]=[N:32][CH:31]=[CH:30][N:29]=1.C1(P(C2CCCCC2)C2C=CC=CC=2C2C(C(C)C)=CC(C(C)C)=CC=2C(C)C)CCCCC1.CC(C)([O-])C.[Na+]. (2) Given the product [NH:18]1[C:19]2[C:24](=[CH:23][CH:22]=[CH:21][CH:20]=2)[C:16]([C:14]2[NH:13][C:10]3[C:9]([N:15]=2)=[CH:8][C:7]2[C:6]([CH3:25])([CH3:26])[C:5](=[O:27])[N:4]([CH2:3][CH2:2][NH:1][C:28](=[O:30])[CH3:29])[C:12]=2[CH:11]=3)=[N:17]1, predict the reactants needed to synthesize it. The reactants are: [NH2:1][CH2:2][CH2:3][N:4]1[C:12]2[CH:11]=[C:10]3[NH:13][C:14]([C:16]4[C:24]5[C:19](=[CH:20][CH:21]=[CH:22][CH:23]=5)[NH:18][N:17]=4)=[N:15][C:9]3=[CH:8][C:7]=2[C:6]([CH3:26])([CH3:25])[C:5]1=[O:27].[C:28](OC(=O)C)(=[O:30])[CH3:29].O. (3) The reactants are: C([O-])([O-])=O.[K+].[K+].[Cl:7][C:8]1[CH:9]=[C:10]([C:14](=[O:20])[CH2:15][CH2:16][CH2:17][CH2:18]Cl)[CH:11]=[CH:12][CH:13]=1.[CH3:21][CH:22]([CH3:38])[C:23]([NH:25][C:26]1[CH:31]=[CH:30][CH:29]=[C:28]([CH:32]2[CH2:37][CH2:36][NH:35][CH2:34][CH2:33]2)[CH:27]=1)=[O:24]. Given the product [Cl:7][C:8]1[CH:9]=[C:10]([C:14](=[O:20])[CH2:15][CH2:16][CH2:17][CH2:18][N:35]2[CH2:36][CH2:37][CH:32]([C:28]3[CH:27]=[C:26]([NH:25][C:23](=[O:24])[CH:22]([CH3:21])[CH3:38])[CH:31]=[CH:30][CH:29]=3)[CH2:33][CH2:34]2)[CH:11]=[CH:12][CH:13]=1, predict the reactants needed to synthesize it. (4) Given the product [CH3:7][C:6]1[CH:10]=[C:2]([Br:1])[CH:3]=[C:4]([N+:12]([O-:14])=[O:13])[C:5]=1[CH3:11], predict the reactants needed to synthesize it. The reactants are: [Br:1][C:2]1[CH:3]=[C:4]([N+:12]([O-:14])=[O:13])[C:5]([CH3:11])=[C:6]([CH:10]=1)[C:7](O)=O.C(=O)([O-])[O-].[Na+].[Na+].CI. (5) Given the product [NH2:1][C:2]1[N:10]=[C:9]([O:11][CH2:12][CH2:13][CH2:14][CH3:15])[N:8]=[C:7]2[C:3]=1[NH:4][C:5](=[O:24])[N:6]2[CH2:16][CH2:17][CH2:18][N:19]([CH2:32][C:33]1[CH:34]=[C:35]([CH2:39][C:40]([O:42][CH3:43])=[O:41])[CH:36]=[CH:37][CH:38]=1)[CH2:20][CH2:21][CH2:22][OH:23], predict the reactants needed to synthesize it. The reactants are: [NH2:1][C:2]1[N:10]=[C:9]([O:11][CH2:12][CH2:13][CH2:14][CH3:15])[N:8]=[C:7]2[C:3]=1[NH:4][C:5](=[O:24])[N:6]2[CH2:16][CH2:17][CH2:18][NH:19][CH2:20][CH2:21][CH2:22][OH:23].C(=O)([O-])[O-].[K+].[K+].Br[CH2:32][C:33]1[CH:34]=[C:35]([CH2:39][C:40]([O:42][CH3:43])=[O:41])[CH:36]=[CH:37][CH:38]=1.C(=O)([O-])O.[Na+]. (6) The reactants are: O=[C:2]1[C:10]2[C:5](=[CH:6][C:7]([O:11][C:12]3[CH:20]=[CH:19][C:15]([C:16]([NH2:18])=[O:17])=[CH:14][N:13]=3)=[CH:8][CH:9]=2)[CH2:4][CH2:3]1.Cl.[CH3:22][O:23][C:24]1[C:32]2[C:31]([CH2:33][CH2:34][NH2:35])=[CH:30][S:29][C:28]=2[CH:27]=[CH:26][CH:25]=1.CCN(CC)CC.[BH3-]C#N.[Na+]. Given the product [CH3:22][O:23][C:24]1[C:32]2[C:31]([CH2:33][CH2:34][NH:35][CH:2]3[C:10]4[C:5](=[CH:6][C:7]([O:11][C:12]5[CH:20]=[CH:19][C:15]([C:16]([NH2:18])=[O:17])=[CH:14][N:13]=5)=[CH:8][CH:9]=4)[CH2:4][CH2:3]3)=[CH:30][S:29][C:28]=2[CH:27]=[CH:26][CH:25]=1, predict the reactants needed to synthesize it. (7) Given the product [C:1]([Si:5]([O:8]/[C:9](/[C:12]1[CH:17]=[CH:16][CH:15]=[C:14]([F:19])[CH:13]=1)=[CH:10]\[CH3:11])([CH3:7])[CH3:6])([CH3:4])([CH3:3])[CH3:2], predict the reactants needed to synthesize it. The reactants are: [C:1]([Si:5]([O:8]/[C:9](/[C:12]1[CH:17]=[CH:16][CH:15]=[C:14](Cl)[CH:13]=1)=[CH:10]\[CH3:11])([CH3:7])[CH3:6])([CH3:4])([CH3:3])[CH3:2].[F:19]CCC(C1C=CC=CC=1)=O.[Si](OS(C(F)(F)F)(=O)=O)(C(C)(C)C)(C)C.CCN(CC)CC. (8) Given the product [Cl:1][C:2]1[CH:3]=[C:4]([CH2:12][Cl:16])[C:5]2[O:9][C:8](=[O:10])[NH:7][C:6]=2[CH:11]=1, predict the reactants needed to synthesize it. The reactants are: [Cl:1][C:2]1[CH:3]=[C:4]([CH2:12]O)[C:5]2[O:9][C:8](=[O:10])[NH:7][C:6]=2[CH:11]=1.S(Cl)([Cl:16])=O. (9) The reactants are: C(N1C2C(=CC=C(N)C=2)N(C(OC(C)C)=O)C[C@@H]1C)(=O)C.[C:22]([NH:25][C:26]1[CH:27]=[C:28]2[C:33](=[CH:34][C:35]=1C1C=NN(C3CC3)C=1)[N:32]([C:44]([O:46][CH:47]([CH3:49])[CH3:48])=[O:45])[CH2:31][C@H:30]([CH3:50])[N:29]2[C:51](=[O:53])[CH3:52])(=[O:24])[CH3:23]. Given the product [C:22]([NH:25][C:26]1[CH:27]=[C:28]2[C:33](=[CH:34][CH:35]=1)[N:32]([C:44]([O:46][CH:47]([CH3:48])[CH3:49])=[O:45])[CH2:31][C@H:30]([CH3:50])[N:29]2[C:51](=[O:53])[CH3:52])(=[O:24])[CH3:23], predict the reactants needed to synthesize it.